From a dataset of Experimental lipophilicity measurements (octanol/water distribution) for 4,200 compounds from AstraZeneca. Regression/Classification. Given a drug SMILES string, predict its absorption, distribution, metabolism, or excretion properties. Task type varies by dataset: regression for continuous measurements (e.g., permeability, clearance, half-life) or binary classification for categorical outcomes (e.g., BBB penetration, CYP inhibition). For this dataset (lipophilicity_astrazeneca), we predict Y. (1) The drug is Cc1nc(C)c(-c2ccc(C34CCC(C(=O)O)(CC3)CC4)cc2)nc1C(N)=O. The Y is 1.30 logD. (2) The drug is CCNc1nc(N)c(C(=O)c2ccc(Cl)s2)s1. The Y is 3.63 logD. (3) The drug is O=C1CCC(=O)N1c1cc(Cc2n[nH]c(=O)c3ccccc23)ccc1F. The Y is 1.00 logD. (4) The Y is 3.52 logD. The molecule is COc1ccc(OC)c(CNC(=O)c2cccnc2Oc2ccccc2)c1. (5) The compound is O=C(NCc1ccccc1Cl)c1cccnc1Oc1ccccc1. The Y is 3.68 logD. (6) The molecule is CNCC[C@H](Oc1ccc(C(F)(F)F)cc1)c1ccccc1. The Y is 1.89 logD. (7) The drug is COc1cc(CNc2nc3ccccc3[nH]2)cc(OC)c1OC. The Y is 2.36 logD.